From a dataset of NCI-60 drug combinations with 297,098 pairs across 59 cell lines. Regression. Given two drug SMILES strings and cell line genomic features, predict the synergy score measuring deviation from expected non-interaction effect. (1) Drug 1: C(CC(=O)O)C(=O)CN.Cl. Drug 2: CC12CCC3C(C1CCC2OP(=O)(O)O)CCC4=C3C=CC(=C4)OC(=O)N(CCCl)CCCl.[Na+]. Cell line: PC-3. Synergy scores: CSS=-3.39, Synergy_ZIP=-3.66, Synergy_Bliss=-4.88, Synergy_Loewe=-11.0, Synergy_HSA=-8.92. (2) Drug 1: CC1CCC2CC(C(=CC=CC=CC(CC(C(=O)C(C(C(=CC(C(=O)CC(OC(=O)C3CCCCN3C(=O)C(=O)C1(O2)O)C(C)CC4CCC(C(C4)OC)OCCO)C)C)O)OC)C)C)C)OC. Drug 2: N.N.Cl[Pt+2]Cl. Cell line: RXF 393. Synergy scores: CSS=28.5, Synergy_ZIP=-3.46, Synergy_Bliss=-1.69, Synergy_Loewe=-5.34, Synergy_HSA=-1.22. (3) Drug 1: CC1=C2C(C(=O)C3(C(CC4C(C3C(C(C2(C)C)(CC1OC(=O)C(C(C5=CC=CC=C5)NC(=O)OC(C)(C)C)O)O)OC(=O)C6=CC=CC=C6)(CO4)OC(=O)C)OC)C)OC. Drug 2: CS(=O)(=O)C1=CC(=C(C=C1)C(=O)NC2=CC(=C(C=C2)Cl)C3=CC=CC=N3)Cl. Cell line: MOLT-4. Synergy scores: CSS=64.0, Synergy_ZIP=1.12, Synergy_Bliss=-4.76, Synergy_Loewe=-15.9, Synergy_HSA=-4.77.